From a dataset of Peptide-MHC class II binding affinity with 134,281 pairs from IEDB. Regression. Given a peptide amino acid sequence and an MHC pseudo amino acid sequence, predict their binding affinity value. This is MHC class II binding data. (1) The peptide sequence is ETIVENLLANVYHQI. The MHC is DRB1_0701 with pseudo-sequence DRB1_0701. The binding affinity (normalized) is 0.0772. (2) The peptide sequence is ANEAVQDPKFWELVD. The MHC is DRB3_0202 with pseudo-sequence DRB3_0202. The binding affinity (normalized) is 0.299. (3) The binding affinity (normalized) is 0.409. The MHC is DRB1_0405 with pseudo-sequence DRB1_0405. The peptide sequence is MMGMFNMLSTVLGVS. (4) The peptide sequence is YQQGVTVDSIGM. The MHC is DRB1_0401 with pseudo-sequence DRB1_0401. The binding affinity (normalized) is 0.224. (5) The peptide sequence is LTKKGNVWEVKSSKP. The MHC is DRB1_1001 with pseudo-sequence DRB1_1001. The binding affinity (normalized) is 0.238.